From a dataset of Catalyst prediction with 721,799 reactions and 888 catalyst types from USPTO. Predict which catalyst facilitates the given reaction. Reactant: [NH:1]([C:21]([O:23][C:24]([CH3:27])([CH3:26])[CH3:25])=[O:22])[C@@H:2]([C:18]([OH:20])=O)[CH2:3][C:4]1[CH:9]=[CH:8][C:7]([NH:10][C:11]([O:13][C:14]([CH3:17])([CH3:16])[CH3:15])=[O:12])=[CH:6][CH:5]=1.[CH:28]1[CH:29]=[CH:30][C:31]2[N:36](O)[N:35]=[N:34][C:32]=2[CH:33]=1.CN(C([O:45]N1N=NC2C=CC=CC1=2)=[N+](C)C)C.F[P-](F)(F)(F)(F)F.CCN(C(C)C)C(C)C. Product: [C:24]([O:23][C:21]([NH:1][C@H:2]([CH2:3][C:4]1[CH:9]=[CH:8][C:7]([NH:10][C:11]([O:13][C:14]([CH3:16])([CH3:15])[CH3:17])=[O:12])=[CH:6][CH:5]=1)[C:18]([NH:35][NH:34][C:32](=[O:45])[CH2:33][CH2:28][CH2:29][CH2:30][CH2:31][NH2:36])=[O:20])=[O:22])([CH3:26])([CH3:25])[CH3:27]. The catalyst class is: 3.